From a dataset of Forward reaction prediction with 1.9M reactions from USPTO patents (1976-2016). Predict the product of the given reaction. (1) Given the reactants [O:1]=[C:2]([C:9]1[CH:14]=[C:13]([F:15])[C:12]([F:16])=[C:11]([F:17])[C:10]=1[F:18])[CH2:3][C:4]([O:6][CH2:7][CH3:8])=[O:5].[CH3:19]C(OC(C)=O)=O.C(OCC)(OCC)OCC.[NH2:36][C:37]1([CH2:41][CH:42]([OH:44])[CH3:43])[CH2:40][CH2:39][CH2:38]1, predict the reaction product. The product is: [OH:44][CH:42]([CH3:43])[CH2:41][C:37]1([NH:36][CH:19]=[C:3]([C:2](=[O:1])[C:9]2[CH:14]=[C:13]([F:15])[C:12]([F:16])=[C:11]([F:17])[C:10]=2[F:18])[C:4]([O:6][CH2:7][CH3:8])=[O:5])[CH2:40][CH2:39][CH2:38]1. (2) Given the reactants [CH2:1]([C:5]([CH2:16][CH2:17][O:18][C:19]1[CH:24]=[CH:23][C:22]([F:25])=[CH:21][CH:20]=1)(C(OCC)=O)[C:6]([O:8][CH2:9][CH3:10])=[O:7])[CH2:2][CH:3]=[CH2:4].[Li+].[Cl-].CCOC(C)=O.O, predict the reaction product. The product is: [F:25][C:22]1[CH:21]=[CH:20][C:19]([O:18][CH2:17][CH2:16][CH:5]([CH2:1][CH2:2][CH:3]=[CH2:4])[C:6]([O:8][CH2:9][CH3:10])=[O:7])=[CH:24][CH:23]=1. (3) Given the reactants [CH3:1][C:2]([CH3:10])([C:5](=O)[CH2:6][C:7]#[N:8])[C:3]#[N:4].Cl.[C:12]1([NH:18][NH2:19])[CH:17]=[CH:16][CH:15]=[CH:14][CH:13]=1.Cl.C([O-])(O)=O.[Na+], predict the reaction product. The product is: [NH2:8][C:7]1[N:18]([C:12]2[CH:17]=[CH:16][CH:15]=[CH:14][CH:13]=2)[N:19]=[C:5]([C:2]([CH3:10])([CH3:1])[C:3]#[N:4])[CH:6]=1.